This data is from Forward reaction prediction with 1.9M reactions from USPTO patents (1976-2016). The task is: Predict the product of the given reaction. (1) Given the reactants Cl[C:2]1[N:7]=[C:6]([NH:8][C:9]2[N:14]=[CH:13][C:12]3[N:15]=[C:16]([CH3:21])[N:17]([CH:18]([CH3:20])[CH3:19])[C:11]=3[CH:10]=2)[CH:5]=[CH:4][N:3]=1.[F:22][C@H:23]1[C@@H:28]([S:29][CH3:30])[CH2:27][CH2:26][NH:25][CH2:24]1.C(N(CC)C(C)C)(C)C, predict the reaction product. The product is: [F:22][C@H:23]1[C@@H:28]([S:29][CH3:30])[CH2:27][CH2:26][N:25]([C:2]2[N:7]=[C:6]([NH:8][C:9]3[N:14]=[CH:13][C:12]4[N:15]=[C:16]([CH3:21])[N:17]([CH:18]([CH3:20])[CH3:19])[C:11]=4[CH:10]=3)[CH:5]=[CH:4][N:3]=2)[CH2:24]1. (2) Given the reactants [OH:1][CH2:2][C:3]1[N:4]=[C:5]([C@H:8]([NH:10][C:11]([C:13]2[C:21]3[C:16](=[N:17][CH:18]=[C:19]([C:22]4[C:30]5[C:25](=[CH:26][C:27]([F:31])=[CH:28][CH:29]=5)[N:24]([CH3:32])[N:23]=4)[N:20]=3)[N:15]([CH2:33][O:34][CH2:35][CH2:36][Si:37]([CH3:40])([CH3:39])[CH3:38])[CH:14]=2)=[O:12])[CH3:9])[O:6][CH:7]=1.C(N(CC)CC)C.[CH3:48][S:49](Cl)(=[O:51])=[O:50], predict the reaction product. The product is: [F:31][C:27]1[CH:26]=[C:25]2[C:30]([C:22]([C:19]3[N:20]=[C:21]4[C:13]([C:11]([NH:10][C@@H:8]([C:5]5[O:6][CH:7]=[C:3]([CH2:2][O:1][S:49]([CH3:48])(=[O:51])=[O:50])[N:4]=5)[CH3:9])=[O:12])=[CH:14][N:15]([CH2:33][O:34][CH2:35][CH2:36][Si:37]([CH3:39])([CH3:38])[CH3:40])[C:16]4=[N:17][CH:18]=3)=[N:23][N:24]2[CH3:32])=[CH:29][CH:28]=1. (3) The product is: [Si:1]([O:8][CH2:9][C:10]1[N:15]=[CH:14][C:13]2[N:16]=[CH:17][N:18]([C:19]3[S:23][C:22]([C:24]([O:26][CH3:27])=[O:25])=[C:21]([O:28][C@H:37]([C:32]4[CH:33]=[CH:34][CH:35]=[CH:36][C:31]=4[C:30]([F:29])([F:40])[F:41])[CH3:38])[CH:20]=3)[C:12]=2[CH:11]=1)([C:4]([CH3:5])([CH3:6])[CH3:7])([CH3:2])[CH3:3]. Given the reactants [Si:1]([O:8][CH2:9][C:10]1[N:15]=[CH:14][C:13]2[N:16]=[CH:17][N:18]([C:19]3[S:23][C:22]([C:24]([O:26][CH3:27])=[O:25])=[C:21]([OH:28])[CH:20]=3)[C:12]=2[CH:11]=1)([C:4]([CH3:7])([CH3:6])[CH3:5])([CH3:3])[CH3:2].[F:29][C:30]([F:41])([F:40])[C:31]1[CH:36]=[CH:35][CH:34]=[CH:33][C:32]=1[C@H:37](O)[CH3:38].C1(P(C2C=CC=CC=2)C2C=CC=CC=2)C=CC=CC=1.N(C(OC(C)(C)C)=O)=NC(OC(C)(C)C)=O, predict the reaction product.